Task: Regression. Given two drug SMILES strings and cell line genomic features, predict the synergy score measuring deviation from expected non-interaction effect.. Dataset: NCI-60 drug combinations with 297,098 pairs across 59 cell lines Drug 1: COC1=C(C=C2C(=C1)N=CN=C2NC3=CC(=C(C=C3)F)Cl)OCCCN4CCOCC4. Drug 2: C1C(C(OC1N2C=NC3=C(N=C(N=C32)Cl)N)CO)O. Cell line: A498. Synergy scores: CSS=33.1, Synergy_ZIP=2.52, Synergy_Bliss=3.81, Synergy_Loewe=4.06, Synergy_HSA=4.68.